Task: Regression/Classification. Given a drug SMILES string, predict its toxicity properties. Task type varies by dataset: regression for continuous values (e.g., LD50, hERG inhibition percentage) or binary classification for toxic/non-toxic outcomes (e.g., AMES mutagenicity, cardiotoxicity, hepatotoxicity). Dataset: ld50_zhu.. Dataset: Acute oral toxicity (LD50) regression data from Zhu et al. (1) The molecule is Cc1cc2cccnc2n(-c2ccccc2)c1=O. The rat oral LD50 is 2.96, given as -log10 of the dose in mol/kg body weight (higher means more acutely toxic). (2) The drug is CNC(=O)ON=C1SCCOC1C. The rat oral LD50 is 4.53, given as -log10 of the dose in mol/kg body weight (higher means more acutely toxic). (3) The molecule is CCc1cc2c(cc1C(C)=O)C(C)(C)CCC2(C)C. The rat oral LD50 is 3.00, given as -log10 of the dose in mol/kg body weight (higher means more acutely toxic). (4) The molecule is CNN=Nc1ccc(Cl)cc1. The rat oral LD50 is 2.71, given as -log10 of the dose in mol/kg body weight (higher means more acutely toxic). (5) The molecule is CN(C)S(=O)(=O)CCCCCNC(=O)N(CCCl)N=O. The rat oral LD50 is 3.12, given as -log10 of the dose in mol/kg body weight (higher means more acutely toxic).